The task is: Predict the product of the given reaction.. This data is from Forward reaction prediction with 1.9M reactions from USPTO patents (1976-2016). (1) Given the reactants Br[C:2]1[CH:3]=[CH:4][CH:5]=[C:6]2[C:10]=1[N:9]([CH2:11][C:12]([OH:14])=[O:13])[C:8]([CH3:15])=[C:7]2[CH2:16][CH2:17][CH2:18][O:19][C:20]1[CH:25]=[C:24]([CH3:26])[C:23]([Cl:27])=[C:22]([CH3:28])[CH:21]=1.[CH3:29][C:30]1[C:34](B(O)O)=[C:33]([CH3:38])[O:32][N:31]=1, predict the reaction product. The product is: [Cl:27][C:23]1[C:24]([CH3:26])=[CH:25][C:20]([O:19][CH2:18][CH2:17][CH2:16][C:7]2[C:6]3[C:10](=[C:2]([C:34]4[C:30]([CH3:29])=[N:31][O:32][C:33]=4[CH3:38])[CH:3]=[CH:4][CH:5]=3)[N:9]([CH2:11][C:12]([OH:14])=[O:13])[C:8]=2[CH3:15])=[CH:21][C:22]=1[CH3:28]. (2) Given the reactants C([O:3][C:4]([C:6]1[NH:7][C:8]2[C:13]([CH:14]=1)=[CH:12][CH:11]=[CH:10][C:9]=2[O:15][CH3:16])=[O:5])C.Br[CH2:18][C:19]1[C:28]2[C:23](=[CH:24][CH:25]=[CH:26][CH:27]=2)[CH:22]=[CH:21][CH:20]=1, predict the reaction product. The product is: [CH3:16][O:15][C:9]1[CH:10]=[CH:11][CH:12]=[C:13]2[C:8]=1[N:7]([CH2:18][C:19]1[C:28]3[C:23](=[CH:24][CH:25]=[CH:26][CH:27]=3)[CH:22]=[CH:21][CH:20]=1)[C:6]([C:4]([OH:3])=[O:5])=[CH:14]2. (3) The product is: [C:19]([O:18][C:16](=[O:17])[NH:23][CH:24]1[CH2:29][CH2:28][N:27]([C:2]2[C:11]3[C:6](=[CH:7][C:8]([O:14][CH3:15])=[C:9]([O:12][CH3:13])[CH:10]=3)[N:5]=[CH:4][N:3]=2)[CH2:26][CH2:25]1)([CH3:22])([CH3:20])[CH3:21]. Given the reactants Cl[C:2]1[C:11]2[C:6](=[CH:7][C:8]([O:14][CH3:15])=[C:9]([O:12][CH3:13])[CH:10]=2)[N:5]=[CH:4][N:3]=1.[C:16]([NH:23][CH:24]1[CH2:29][CH2:28][NH:27][CH2:26][CH2:25]1)([O:18][C:19]([CH3:22])([CH3:21])[CH3:20])=[O:17].CCN(C(C)C)C(C)C, predict the reaction product. (4) Given the reactants S(S([O-])(=O)=O)([O-])(=O)=O.[Na+].[Na+].[Cl:11][C:12]1[C:21]([N+:22]([O-])=O)=[C:20]([NH:25][CH2:26][CH2:27][CH2:28][C:29]#[CH:30])[C:19]2[C:14](=[CH:15][CH:16]=[CH:17][CH:18]=2)[N:13]=1, predict the reaction product. The product is: [Cl:11][C:12]1[C:21]([NH2:22])=[C:20]([NH:25][CH2:26][CH2:27][CH2:28][C:29]#[CH:30])[C:19]2[C:14](=[CH:15][CH:16]=[CH:17][CH:18]=2)[N:13]=1. (5) The product is: [Cl:1][C:2]1[CH:7]=[CH:6][C:5]([N:8]2[C:9]([CH:11]3[CH2:16][CH2:15][N:14]([C:17]([O:19][CH2:20][C:21]4[CH:26]=[CH:25][CH:24]=[CH:23][CH:22]=4)=[O:18])[CH2:13][CH2:12]3)=[N:67][N:66]=[N:65]2)=[CH:4][C:3]=1[CH3:27]. Given the reactants [Cl:1][C:2]1[CH:7]=[CH:6][C:5]([NH:8][C:9]([CH:11]2[CH2:16][CH2:15][N:14]([C:17]([O:19][CH2:20][C:21]3[CH:26]=[CH:25][CH:24]=[CH:23][CH:22]=3)=[O:18])[CH2:13][CH2:12]2)=O)=[CH:4][C:3]=1[CH3:27].C1(P(C2C=CC=CC=2)C2C=CC=CC=2)C=CC=CC=1.CC(OC(/N=N/C(OC(C)C)=O)=O)C.C[Si]([N:65]=[N+:66]=[N-:67])(C)C, predict the reaction product. (6) Given the reactants Br[C:2]1[CH:16]=[CH:15][C:5]([C:6]([C:8]2[CH:13]=[CH:12][C:11]([F:14])=[CH:10][CH:9]=2)=[O:7])=[CH:4][CH:3]=1.[C:17]1([C:23]#[CH:24])[CH:22]=[CH:21][CH:20]=[CH:19][CH:18]=1.C(N(CC)CC)C, predict the reaction product. The product is: [F:14][C:11]1[CH:12]=[CH:13][C:8]([C:6]([C:5]2[CH:15]=[CH:16][C:2]([C:24]#[C:23][C:17]3[CH:22]=[CH:21][CH:20]=[CH:19][CH:18]=3)=[CH:3][CH:4]=2)=[O:7])=[CH:9][CH:10]=1. (7) Given the reactants CON(C)[C:4]([C:6]1[C:7]([NH2:15])=[N:8][C:9]([S:12][CH2:13][CH3:14])=[N:10][CH:11]=1)=[O:5].[F:17][C:18]1[CH:19]=[C:20]([O:26][CH3:27])[CH:21]=[C:22]([F:25])[C:23]=1[F:24], predict the reaction product. The product is: [NH2:15][C:7]1[C:6]([C:4]([C:19]2[C:20]([O:26][CH3:27])=[CH:21][C:22]([F:25])=[C:23]([F:24])[C:18]=2[F:17])=[O:5])=[CH:11][N:10]=[C:9]([S:12][CH2:13][CH3:14])[N:8]=1.